Dataset: hERG potassium channel inhibition data for cardiac toxicity prediction from Karim et al.. Task: Regression/Classification. Given a drug SMILES string, predict its toxicity properties. Task type varies by dataset: regression for continuous values (e.g., LD50, hERG inhibition percentage) or binary classification for toxic/non-toxic outcomes (e.g., AMES mutagenicity, cardiotoxicity, hepatotoxicity). Dataset: herg_karim. (1) The compound is Nc1nc2cccnc2n1CC(O)c1cccc(Cl)c1Cl. The result is 0 (non-blocker). (2) The compound is Cc1cc2nc(/C=C/C3CCCN3C)n(Cc3ccc(Cl)cc3)c2cc1C. The result is 1 (blocker).